Dataset: Full USPTO retrosynthesis dataset with 1.9M reactions from patents (1976-2016). Task: Predict the reactants needed to synthesize the given product. Given the product [CH3:15][N:6]1[C:5]2[CH:16]=[C:17]([O:18][CH2:19][C@@H:20]([NH:25][C:26](=[O:32])[O:27][C:28]([CH3:30])([CH3:29])[CH3:31])[CH2:21][CH:22]([CH3:24])[CH3:23])[C:2]([CH3:33])=[CH:3][C:4]=2[C:13]2[C:8](=[CH:9][N:10]=[CH:11][CH:12]=2)[C:7]1=[O:14], predict the reactants needed to synthesize it. The reactants are: Br[C:2]1[C:17]([O:18][CH2:19][C@@H:20]([NH:25][C:26](=[O:32])[O:27][C:28]([CH3:31])([CH3:30])[CH3:29])[CH2:21][CH:22]([CH3:24])[CH3:23])=[CH:16][C:5]2[N:6]([CH3:15])[C:7](=[O:14])[C:8]3[C:13]([C:4]=2[CH:3]=1)=[CH:12][CH:11]=[N:10][CH:9]=3.[CH3:33]B1OB(C)OB(C)O1.C([O-])([O-])=O.[Cs+].[Cs+].